Dataset: Catalyst prediction with 721,799 reactions and 888 catalyst types from USPTO. Task: Predict which catalyst facilitates the given reaction. (1) Reactant: [CH3:1][C:2]1([CH3:18])[C:6]([CH3:8])([CH3:7])[O:5][B:4]([C:9]2[CH:17]=[CH:16][C:12]([C:13]([OH:15])=O)=[CH:11][CH:10]=2)[O:3]1.CCN=C=NCCCN(C)C.Cl.C1C=CC2N(O)N=NC=2C=1.[NH:41]1[CH2:46][CH2:45][O:44][CH2:43][CH2:42]1.CCN(CC)CC. Product: [O:44]1[CH2:45][CH2:46][N:41]([C:13]([C:12]2[CH:11]=[CH:10][C:9]([B:4]3[O:5][C:6]([CH3:7])([CH3:8])[C:2]([CH3:1])([CH3:18])[O:3]3)=[CH:17][CH:16]=2)=[O:15])[CH2:42][CH2:43]1. The catalyst class is: 781. (2) Reactant: Cl.[NH:2]1[CH2:7][CH2:6][CH:5]([C:8]2[CH:13]=[CH:12][C:11]([NH:14][C:15]([C:17]3[N:18]=[C:19]([C:26]4[CH:31]=[CH:30][CH:29]=[CH:28][CH:27]=4)[O:20][C:21]=3[C:22]([F:25])([F:24])[F:23])=[O:16])=[CH:10][CH:9]=2)[CH2:4][CH2:3]1.Cl[C:33]([O:35][C:36]1[CH:41]=[CH:40][C:39]([N+:42]([O-:44])=[O:43])=[CH:38][CH:37]=1)=[O:34].N1C=CC=CC=1. The catalyst class is: 2. Product: [N+:42]([C:39]1[CH:38]=[CH:37][C:36]([O:35][C:33]([N:2]2[CH2:7][CH2:6][CH:5]([C:8]3[CH:9]=[CH:10][C:11]([NH:14][C:15]([C:17]4[N:18]=[C:19]([C:26]5[CH:31]=[CH:30][CH:29]=[CH:28][CH:27]=5)[O:20][C:21]=4[C:22]([F:23])([F:24])[F:25])=[O:16])=[CH:12][CH:13]=3)[CH2:4][CH2:3]2)=[O:34])=[CH:41][CH:40]=1)([O-:44])=[O:43].